This data is from Reaction yield outcomes from USPTO patents with 853,638 reactions. The task is: Predict the reaction yield, written as a fraction of the theoretical maximum amount of product (1.0 means a 100% yield; for example, 0.34 means a 34% yield). (1) The reactants are [CH3:1][O:2][C:3]1[CH:8]=[CH:7][C:6]([C:9]2[S:13][C:12]([C:14]([O:16]C)=[O:15])=[C:11]([C:18]3[CH:23]=[CH:22][C:21]([S:24](=[O:27])(=[O:26])[NH2:25])=[CH:20][CH:19]=3)[C:10]=2[CH3:28])=[CH:5][CH:4]=1.[OH-].[Na+].Cl. The catalyst is C(O)C.O. The product is [CH3:1][O:2][C:3]1[CH:4]=[CH:5][C:6]([C:9]2[S:13][C:12]([C:14]([OH:16])=[O:15])=[C:11]([C:18]3[CH:23]=[CH:22][C:21]([S:24](=[O:27])(=[O:26])[NH2:25])=[CH:20][CH:19]=3)[C:10]=2[CH3:28])=[CH:7][CH:8]=1. The yield is 0.970. (2) The catalyst is CCCCCC. The product is [Si:1]([O:8][CH2:9][C:10]1[C:20]([C:36]([OH:38])=[O:37])=[N:19][C:18]2[C:17]3[S:21][C:22]([CH2:32][CH3:33])=[CH:23][C:16]=3[CH2:15][CH2:14][O:13][C:12]=2[CH:11]=1)([C:4]([CH3:7])([CH3:6])[CH3:5])([CH3:3])[CH3:2]. The yield is 0.360. The reactants are [Si:1]([O:8][CH2:9][C:10]1[CH:20]=[N:19][C:18]2[C:17]3[S:21][C:22](Br)=[CH:23][C:16]=3[CH2:15][CH2:14][O:13][C:12]=2[CH:11]=1)([C:4]([CH3:7])([CH3:6])[CH3:5])([CH3:3])[CH3:2].O1CCCC1.C([Li])C[CH2:32][CH3:33].Cl[C:36]([O:38]CC)=[O:37]. (3) The reactants are [S:1]([C:12]1[CH:21]=[CH:20][CH:19]=[CH:18][C:13]=1[C:14](OC)=[O:15])[C:2]1[CH:11]=[CH:10][CH:9]=[CH:8][C:3]=1[C:4](OC)=[O:5].[H-].[Al+3].[Li+].[H-].[H-].[H-].S([O-])([O-])(=O)=O.[Na+].[Na+]. The catalyst is CCOCC.O1CCCC1. The product is [OH:5][CH2:4][C:3]1[CH:8]=[CH:9][CH:10]=[CH:11][C:2]=1[S:1][C:12]1[C:13]([CH2:14][OH:15])=[CH:18][CH:19]=[CH:20][CH:21]=1. The yield is 0.970. (4) The reactants are [F:1][C:2]1[CH:32]=[CH:31][C:5]([CH2:6][NH:7][C:8]([C:10]2[N:11]=[C:12]3[N:17]([C:18](=[O:28])[C:19]=2[O:20][CH2:21][C:22]2[CH:27]=[CH:26][CH:25]=[CH:24][CH:23]=2)[CH2:16][CH2:15][O:14][C:13]3([CH3:30])[CH3:29])=[O:9])=[C:4]([N:33]2[C:37](=[O:38])[CH2:36][CH2:35][C@@H:34]2[CH2:39][OH:40])[CH:3]=1.C(N([CH2:46][CH3:47])CC)C.CS(Cl)(=O)=[O:50].O. The catalyst is C(Cl)Cl. The product is [C:46]([O:40][CH2:39][C@H:34]1[CH2:35][CH2:36][C:37](=[O:38])[N:33]1[C:4]1[CH:3]=[C:2]([F:1])[CH:32]=[CH:31][C:5]=1[CH2:6][NH:7][C:8]([C:10]1[N:11]=[C:12]2[N:17]([C:18](=[O:28])[C:19]=1[O:20][CH2:21][C:22]1[CH:27]=[CH:26][CH:25]=[CH:24][CH:23]=1)[CH2:16][CH2:15][O:14][C:13]2([CH3:30])[CH3:29])=[O:9])(=[O:50])[CH3:47]. The yield is 0.980.